This data is from Catalyst prediction with 721,799 reactions and 888 catalyst types from USPTO. The task is: Predict which catalyst facilitates the given reaction. (1) Reactant: CC1C=CC(C([O:8][C@H:9]2[CH2:13][C@H:12]([N:14]3[C:18]4[N:19]=[C:20]([Cl:24])[N:21]=[C:22](Cl)[C:17]=4[CH:16]=[CH:15]3)[O:11][C@@H:10]2[CH2:25][O:26]C(=O)C2C=CC(C)=CC=2)=O)=CC=1.[NH3:38]. Product: [NH2:38][C:22]1[C:17]2[CH:16]=[CH:15][N:14]([C@@H:12]3[O:11][C@H:10]([CH2:25][OH:26])[C@@H:9]([OH:8])[CH2:13]3)[C:18]=2[N:19]=[C:20]([Cl:24])[N:21]=1. The catalyst class is: 15. (2) Reactant: [NH2:1][C:2]1[C:3]([C:8]([O:10][CH3:11])=[O:9])=[N:4][CH:5]=[CH:6][N:7]=1.[I:12]N1C(=O)CCC1=O.S([O-])([O-])(=O)=S.[Na+].[Na+]. The catalyst class is: 3. Product: [CH3:11][O:10][C:8]([C:3]1[C:2]([NH2:1])=[N:7][CH:6]=[C:5]([I:12])[N:4]=1)=[O:9].